From a dataset of Reaction yield outcomes from USPTO patents with 853,638 reactions. Predict the reaction yield, written as a fraction of the theoretical maximum amount of product (1.0 means a 100% yield; for example, 0.34 means a 34% yield). (1) The reactants are Cl.O.[NH:3]1[CH2:8][CH2:7][C:6](=[O:9])[CH2:5][CH2:4]1.[C:10](=[O:13])([O-])[O-:11].[K+].[K+].S([C:20]1[CH:26]=[CH:25]C(C)=[CH:22][CH:21]=1)([O-])(=O)=O.[I-].[Na+]. The product is [O:11]1[CH2:22][CH2:21][CH:20]([CH2:26][CH2:25][N:3]2[CH2:8][CH2:7][C:6](=[O:9])[CH2:5][CH2:4]2)[O:13][CH2:10]1. The catalyst is C(#N)C. The yield is 0.980. (2) The reactants are [CH3:1][O:2][C:3](=[O:15])[C:4]1[C:5](=[C:10](I)[CH:11]=[CH:12][CH:13]=1)[C:6]([O:8][CH3:9])=[O:7].[CH3:16][N:17]([CH3:32])[CH2:18][CH2:19][O:20][C:21]1[CH:26]=[CH:25][C:24]([NH2:27])=[C:23]([O:28][CH:29]([CH3:31])[CH3:30])[CH:22]=1.C1C=CC(P(C2C(C3C(P(C4C=CC=CC=4)C4C=CC=CC=4)=CC=C4C=3C=CC=C4)=C3C(C=CC=C3)=CC=2)C2C=CC=CC=2)=CC=1.C(=O)([O-])[O-].[Cs+].[Cs+]. The catalyst is C1(C)C=CC=CC=1.C(Cl)Cl.C1C=CC(/C=C/C(/C=C/C2C=CC=CC=2)=O)=CC=1.C1C=CC(/C=C/C(/C=C/C2C=CC=CC=2)=O)=CC=1.C1C=CC(/C=C/C(/C=C/C2C=CC=CC=2)=O)=CC=1.[Pd].[Pd]. The product is [CH3:1][O:2][C:3](=[O:15])[C:4]1[C:5](=[C:10]([NH:27][C:24]2[CH:25]=[CH:26][C:21]([O:20][CH2:19][CH2:18][N:17]([CH3:32])[CH3:16])=[CH:22][C:23]=2[O:28][CH:29]([CH3:31])[CH3:30])[CH:11]=[CH:12][CH:13]=1)[C:6]([O:8][CH3:9])=[O:7]. The yield is 0.470. (3) The reactants are C(N(CC)C(C)C)(C)C.[C:10]([O:17][C:18]([O:20][C:21]([CH3:24])([CH3:23])[CH3:22])=[O:19])(OC(C)(C)C)=O.C(=O)[C:26]1[C:27](=[CH:29][CH:30]=[CH:31][CH:32]=1)[OH:28].Cl. The catalyst is O1CCCC1. The product is [C:21]([O:20][C:18]([O:17][C:10]1[CH:29]=[CH:30][CH:31]=[CH:32][C:26]=1[CH:27]=[O:28])=[O:19])([CH3:22])([CH3:23])[CH3:24]. The yield is 1.00. (4) The reactants are Br[C:2]1[CH:3]=[CH:4][CH:5]=[C:6]2[C:10]=1[NH:9][CH:8]=[CH:7]2.[Li]C(C)(C)C.[CH3:16][S:17]SC. The catalyst is C1COCC1. The product is [CH3:16][S:17][C:2]1[CH:3]=[CH:4][CH:5]=[C:6]2[C:10]=1[NH:9][CH:8]=[CH:7]2. The yield is 0.550. (5) The reactants are [CH2:1]([O:3][C:4]([C:6]1[NH:7][CH:8]=[CH:9][N:10]=1)=[O:5])[CH3:2].C([O-])([O-])=O.[K+].[K+].[CH3:17][Si:18]([CH2:21][CH2:22][O:23][CH2:24]Cl)([CH3:20])[CH3:19].CC(C)=O. The catalyst is CCOC(C)=O. The product is [CH2:1]([O:3][C:4]([C:6]1[N:7]([CH2:24][O:23][CH2:22][CH2:21][Si:18]([CH3:20])([CH3:19])[CH3:17])[CH:8]=[CH:9][N:10]=1)=[O:5])[CH3:2]. The yield is 0.760. (6) No catalyst specified. The yield is 0.890. The reactants are [CH2:1]([N:8]1[C:12]([OH:13])=[C:11]([C:14]([O-:16])=[O:15])[N:10]=[N:9]1)[C:2]1[CH:7]=[CH:6][CH:5]=[CH:4][CH:3]=1.[OH-].[Na+].Cl. The product is [CH2:1]([N:8]1[C:12]([OH:13])=[C:11]([C:14]([OH:16])=[O:15])[N:10]=[N:9]1)[C:2]1[CH:7]=[CH:6][CH:5]=[CH:4][CH:3]=1. (7) The reactants are [Cl:1][C:2]1[CH:3]=[C:4](B2OC(C)(C)C(C)(C)O2)[CH:5]=[C:6]([Cl:14])[C:7]=1[O:8][CH2:9][C:10]([F:13])([F:12])[F:11].Br[C:25]([C:27]([F:30])([F:29])[F:28])=[CH2:26].C([O-])([O-])=O.[K+].[K+]. The catalyst is C1COCC1.O.Cl[Pd](Cl)([P](C1C=CC=CC=1)(C1C=CC=CC=1)C1C=CC=CC=1)[P](C1C=CC=CC=1)(C1C=CC=CC=1)C1C=CC=CC=1. The product is [Cl:14][C:6]1[CH:5]=[C:4]([C:25]([C:27]([F:30])([F:29])[F:28])=[CH2:26])[CH:3]=[C:2]([Cl:1])[C:7]=1[O:8][CH2:9][C:10]([F:11])([F:12])[F:13]. The yield is 0.740. (8) The reactants are [F:1][C:2]1[CH:3]=[C:4]2[C:8](=[C:9]([C:12]([OH:14])=O)[C:10]=1[F:11])[NH:7][CH:6]=[CH:5]2.[C:15]([C:19]1[CH:34]=[CH:33][C:22]([CH2:23][NH:24][CH2:25][CH2:26][C:27]2[CH:32]=[CH:31][CH:30]=[CH:29][CH:28]=2)=[CH:21][CH:20]=1)([CH3:18])([CH3:17])[CH3:16].CCN=C=NCCCN(C)C.Cl. The product is [C:15]([C:19]1[CH:34]=[CH:33][C:22]([CH2:23][N:24]([CH2:25][CH2:26][C:27]2[CH:32]=[CH:31][CH:30]=[CH:29][CH:28]=2)[C:12]([C:9]2[C:10]([F:11])=[C:2]([F:1])[CH:3]=[C:4]3[C:8]=2[NH:7][CH:6]=[CH:5]3)=[O:14])=[CH:21][CH:20]=1)([CH3:18])([CH3:16])[CH3:17]. The catalyst is C(Cl)Cl. The yield is 0.330. (9) The reactants are [Cl:1][C:2]1[CH:10]=[CH:9][C:8]([N:11]2[CH:15]=[CH:14][CH:13]=[CH:12]2)=[CH:7][C:3]=1[C:4](O)=[O:5].ClC(OC(C)C)=O.CC[N:25](C(C)C)C(C)C.N. The catalyst is C1COCC1. The product is [Cl:1][C:2]1[CH:10]=[CH:9][C:8]([N:11]2[CH:15]=[CH:14][CH:13]=[CH:12]2)=[CH:7][C:3]=1[C:4]([NH2:25])=[O:5]. The yield is 0.780. (10) The catalyst is C(OCC)(=O)C. The reactants are [N:1]1[CH:6]=[CH:5][CH:4]=[CH:3][C:2]=1[CH2:7][CH2:8][C:9]([O:11][C:12]([CH3:15])([CH3:14])[CH3:13])=[O:10].ClC1C=CC=C(C(OO)=[O:24])C=1. The yield is 0.800. The product is [O-:24][N+:1]1[CH:6]=[CH:5][CH:4]=[CH:3][C:2]=1[CH2:7][CH2:8][C:9]([O:11][C:12]([CH3:15])([CH3:14])[CH3:13])=[O:10].